From a dataset of Full USPTO retrosynthesis dataset with 1.9M reactions from patents (1976-2016). Predict the reactants needed to synthesize the given product. Given the product [OH:45][NH:44][C:35]([C:36]1[S:10][C:6]2[CH:4]=[C:13]([CH2:12][N:15]([C:38](=[O:41])[CH3:46])[CH2:16][C:17]3[CH:18]=[CH:19][CH:20]=[CH:21][CH:22]=3)[CH:14]=[CH:8][C:7]=2[CH:23]=1)=[O:37], predict the reactants needed to synthesize it. The reactants are: C(O[C:4]([C:6]1[S:10]C2C=[C:12]([NH:15][CH2:16][C:17]3[CH:22]=[CH:21][CH:20]=[CH:19][CH:18]=3)[CH:13]=[CH:14][C:8]=2[C:7]=1[CH3:23])=O)C.CN1CCOCC1.C(O[C:35](=[O:37])[CH3:36])(=O)C.[C:38]([O-:41])(O)=O.[Na+].Cl.[NH2:44][OH:45].[CH3:46][O-].[Na+].